From a dataset of Reaction yield outcomes from USPTO patents with 853,638 reactions. Predict the reaction yield, written as a fraction of the theoretical maximum amount of product (1.0 means a 100% yield; for example, 0.34 means a 34% yield). The yield is 0.610. The reactants are FC(F)(F)C(O)=O.[CH3:8][O:9][C:10](=[O:30])[CH2:11][C:12]1[C:21]([CH3:22])=[C:20]([CH:23]2[CH2:28][CH2:27][NH:26][CH2:25][CH2:24]2)[C:19]2[C:14](=[CH:15][CH:16]=[C:17]([F:29])[CH:18]=2)[CH:13]=1.C(N(CC)C(C)C)(C)C.[CH:40]1([S:45](Cl)(=[O:47])=[O:46])[CH2:44][CH2:43][CH2:42][CH2:41]1. The catalyst is C(Cl)Cl.O. The product is [CH3:8][O:9][C:10](=[O:30])[CH2:11][C:12]1[C:21]([CH3:22])=[C:20]([CH:23]2[CH2:24][CH2:25][N:26]([S:45]([CH:40]3[CH2:44][CH2:43][CH2:42][CH2:41]3)(=[O:47])=[O:46])[CH2:27][CH2:28]2)[C:19]2[C:14](=[CH:15][CH:16]=[C:17]([F:29])[CH:18]=2)[CH:13]=1.